This data is from Forward reaction prediction with 1.9M reactions from USPTO patents (1976-2016). The task is: Predict the product of the given reaction. Given the reactants [Br:1][C:2]1[CH:7]=[C:6]([F:8])[CH:5]=[C:4]([N+:9]([O-])=O)[C:3]=1[CH3:12].[NH4+].[Cl-], predict the reaction product. The product is: [Br:1][C:2]1[C:3]([CH3:12])=[C:4]([NH2:9])[CH:5]=[C:6]([F:8])[CH:7]=1.